This data is from Peptide-MHC class I binding affinity with 185,985 pairs from IEDB/IMGT. The task is: Regression. Given a peptide amino acid sequence and an MHC pseudo amino acid sequence, predict their binding affinity value. This is MHC class I binding data. The peptide sequence is AVPQVLGGL. The MHC is HLA-B15:17 with pseudo-sequence HLA-B15:17. The binding affinity (normalized) is 0.0847.